This data is from Catalyst prediction with 721,799 reactions and 888 catalyst types from USPTO. The task is: Predict which catalyst facilitates the given reaction. Reactant: Cl.[NH2:2][C@H:3]([C:6]([NH2:8])=[O:7])[CH2:4][OH:5].[C:9]([O:20][C@H:21]([CH2:26][CH2:27][CH2:28][CH2:29][CH2:30][CH2:31][CH2:32][CH2:33][CH2:34][CH2:35][CH3:36])[CH2:22][C:23](O)=[O:24])(=[O:19])[CH2:10][CH2:11][CH2:12][CH2:13][CH2:14][CH2:15][CH2:16][CH2:17][CH3:18].CCOC1N(C(OCC)=O)C2C(=CC=CC=2)C=C1. Product: [C:9]([O:20][C@H:21]([CH2:26][CH2:27][CH2:28][CH2:29][CH2:30][CH2:31][CH2:32][CH2:33][CH2:34][CH2:35][CH3:36])[CH2:22][C:23]([NH:8][C:6](=[O:7])[C@H:3]([CH2:4][OH:5])[NH2:2])=[O:24])(=[O:19])[CH2:10][CH2:11][CH2:12][CH2:13][CH2:14][CH2:15][CH2:16][CH2:17][CH3:18]. The catalyst class is: 2.